This data is from Full USPTO retrosynthesis dataset with 1.9M reactions from patents (1976-2016). The task is: Predict the reactants needed to synthesize the given product. Given the product [C:6]([C:7]1[CH:8]=[CH:9][C:10]([CH:13]2[CH2:14][CH2:15][N:16]([C:19]([O:21][C:22]([CH3:25])([CH3:24])[CH3:23])=[O:20])[CH2:17][CH2:18]2)=[CH:11][CH:12]=1)#[CH:5], predict the reactants needed to synthesize it. The reactants are: C[Si]([C:5]#[C:6][C:7]1[CH:12]=[CH:11][C:10]([CH:13]2[CH2:18][CH2:17][N:16]([C:19]([O:21][C:22]([CH3:25])([CH3:24])[CH3:23])=[O:20])[CH2:15][CH2:14]2)=[CH:9][CH:8]=1)(C)C.[F-].C([N+](CCCC)(CCCC)CCCC)CCC.